This data is from Forward reaction prediction with 1.9M reactions from USPTO patents (1976-2016). The task is: Predict the product of the given reaction. (1) Given the reactants [CH3:1][C:2]1([C:7]2[O:11][C:10]([CH2:12][N:13]3[CH:17]=[CH:16][C:15]([NH2:18])=[N:14]3)=[CH:9][CH:8]=2)[O:6]CCO1.[C:19]1([C:34]2[CH:39]=[CH:38][CH:37]=[CH:36][CH:35]=2)[CH:24]=[CH:23][CH:22]=[C:21]([C:25]2[O:29][C:28]([CH3:30])=[N:27][C:26]=2[C:31](O)=[O:32])[CH:20]=1, predict the reaction product. The product is: [C:2]([C:7]1[O:11][C:10]([CH2:12][N:13]2[CH:17]=[CH:16][C:15]([NH:18][C:31]([C:26]3[N:27]=[C:28]([CH3:30])[O:29][C:25]=3[C:21]3[CH:20]=[C:19]([C:34]4[CH:39]=[CH:38][CH:37]=[CH:36][CH:35]=4)[CH:24]=[CH:23][CH:22]=3)=[O:32])=[N:14]2)=[CH:9][CH:8]=1)(=[O:6])[CH3:1]. (2) Given the reactants Cl[C:2](Cl)(Cl)[C:3]1[NH:7][C:6]2[CH:8]=[CH:9][CH:10]=[CH:11][C:5]=2[N:4]=1.[N:14]1([C:20]([C@@H:22]2[CH2:27][C@H:26]([NH:28][CH2:29][CH2:30][CH3:31])[CH2:25][N:24]([C:32]([O:34][C:35]([CH3:38])([CH3:37])[CH3:36])=[O:33])[CH2:23]2)=[O:21])[CH2:19][CH2:18][O:17][CH2:16][CH2:15]1.[OH2:39], predict the reaction product. The product is: [NH:4]1[C:5]2[CH:11]=[CH:10][CH:9]=[CH:8][C:6]=2[N:7]=[C:3]1[C:2]([N:28]([CH2:29][CH2:30][CH3:31])[C@H:26]1[CH2:27][C@@H:22]([C:20]([N:14]2[CH2:19][CH2:18][O:17][CH2:16][CH2:15]2)=[O:21])[CH2:23][N:24]([C:32]([O:34][C:35]([CH3:37])([CH3:36])[CH3:38])=[O:33])[CH2:25]1)=[O:39]. (3) Given the reactants [NH2:1][C:2]1[CH:11]=[C:10]([CH:12]([C:24]2[CH:29]=[CH:28][CH:27]=[CH:26][CH:25]=2)[NH:13][C:14](=[O:23])[CH2:15][O:16][C:17]2[CH:22]=[CH:21][CH:20]=[CH:19][CH:18]=2)[C:9]([OH:30])=[C:8]2[C:3]=1[CH:4]=[CH:5][CH:6]=[N:7]2.CO[CH:33]1[CH2:37][CH:36]=[C:35](OC)O1, predict the reaction product. The product is: [OH:30][C:9]1[C:10]([CH:12]([C:24]2[CH:29]=[CH:28][CH:27]=[CH:26][CH:25]=2)[NH:13][C:14](=[O:23])[CH2:15][O:16][C:17]2[CH:22]=[CH:21][CH:20]=[CH:19][CH:18]=2)=[CH:11][C:2]([N:1]2[CH:33]=[CH:37][CH:36]=[CH:35]2)=[C:3]2[C:8]=1[N:7]=[CH:6][CH:5]=[CH:4]2. (4) Given the reactants [CH3:1][N:2]1[CH:6]=[C:5]([C:7]2[C:15]3[C:14]([N:16]4[CH2:21][CH2:20][O:19][CH2:18][CH2:17]4)=[N:13][CH:12]=[N:11][C:10]=3[N:9](CO)[CH:8]=2)[CH:4]=[N:3]1.C(=O)([O-])[O-].[K+].[K+], predict the reaction product. The product is: [CH3:1][N:2]1[CH:6]=[C:5]([C:7]2[C:15]3[C:14]([N:16]4[CH2:21][CH2:20][O:19][CH2:18][CH2:17]4)=[N:13][CH:12]=[N:11][C:10]=3[NH:9][CH:8]=2)[CH:4]=[N:3]1. (5) Given the reactants [Br:1]Br.[C:3]([O:12][CH3:13])(=[O:11])[C:4]1[C:5](=[CH:7][CH:8]=[CH:9][CH:10]=1)[OH:6], predict the reaction product. The product is: [Br:1][C:9]1[CH:8]=[CH:7][C:5]([OH:6])=[C:4]([CH:10]=1)[C:3]([O:12][CH3:13])=[O:11]. (6) Given the reactants [N+:1]([C:4]1[CH:5]=[N:6][CH:7]=[CH:8][C:9]=1[CH2:10][C:11]([O:13][CH3:14])=[O:12])([O-:3])=[O:2].[C:15](=O)([O-])[O-].[K+].[K+].C=O, predict the reaction product. The product is: [N+:1]([C:4]1[CH:5]=[N:6][CH:7]=[CH:8][C:9]=1[C:10](=[CH2:15])[C:11]([O:13][CH3:14])=[O:12])([O-:3])=[O:2].